Task: Predict the reactants needed to synthesize the given product.. Dataset: Full USPTO retrosynthesis dataset with 1.9M reactions from patents (1976-2016) (1) Given the product [CH2:1]([NH:7][S:8]([CH2:11][CH2:12][CH2:13][CH2:14][CH2:15][CH2:16][CH2:17][CH:18]=[O:19])(=[O:10])=[O:9])[CH2:2][CH2:3][CH2:4][CH2:5][CH3:6], predict the reactants needed to synthesize it. The reactants are: [CH2:1]([NH:7][S:8]([CH2:11][CH2:12][CH2:13][CH2:14][CH2:15][CH2:16][CH2:17][C:18](OCC)=[O:19])(=[O:10])=[O:9])[CH2:2][CH2:3][CH2:4][CH2:5][CH3:6].[H-].C([Al+]CC(C)C)C(C)C.CO.[C@H](O)(C([O-])=O)[C@@H](O)C([O-])=O.[Na+].[K+]. (2) Given the product [C:1]([C:3]1[CH:4]=[CH:5][C:6]([CH2:7][N:8]2[CH2:9][CH:10]([C:12]([O:14][C:17]([CH3:20])([CH3:19])[CH3:18])=[O:13])[CH2:11]2)=[CH:15][CH:16]=1)#[N:2], predict the reactants needed to synthesize it. The reactants are: [C:1]([C:3]1[CH:16]=[CH:15][C:6]([CH2:7][N:8]2[CH2:11][CH:10]([C:12]([OH:14])=[O:13])[CH2:9]2)=[CH:5][CH:4]=1)#[N:2].[C:17](O)([CH3:20])([CH3:19])[CH3:18].CCN=C=NCCCN(C)C. (3) The reactants are: [C:1]([O:5][C:6]([N:8]1[C@@H:16]2[C@@H:11]([CH2:12][CH2:13][CH2:14][CH2:15]2)[CH2:10][C@H:9]1[C:17](O)=[O:18])=[O:7])([CH3:4])([CH3:3])[CH3:2].C(Cl)(=O)OCC(C)C.[NH2:28][C:29]1[CH:33]=[C:32]([Br:34])[S:31][C:30]=1[C:35]([NH2:37])=[O:36].C(=O)([O-])O.[Na+]. Given the product [Br:34][C:32]1[S:31][C:30]([C:35](=[O:36])[NH2:37])=[C:29]([NH:28][C:17]([C@@H:9]2[CH2:10][C@H:11]3[C@H:16]([CH2:15][CH2:14][CH2:13][CH2:12]3)[N:8]2[C:6]([O:5][C:1]([CH3:4])([CH3:3])[CH3:2])=[O:7])=[O:18])[CH:33]=1, predict the reactants needed to synthesize it. (4) Given the product [Cl:12][C:13]1[N:18]=[C:17]([C:8]2[CH:7]=[CH:6][N:5]=[CH:4][C:3]=2[O:2][CH3:1])[CH:16]=[CH:15][N:14]=1, predict the reactants needed to synthesize it. The reactants are: [CH3:1][O:2][C:3]1[CH:4]=[N:5][CH:6]=[CH:7][C:8]=1B(O)O.[Cl:12][C:13]1[N:18]=[C:17](Cl)[CH:16]=[CH:15][N:14]=1.C(=O)([O-])[O-].[Na+].[Na+]. (5) Given the product [CH3:11][O:10][C:7]1[CH:8]=[CH:9][C:4]([CH2:3][CH2:2][NH:13][NH2:14])=[CH:5][CH:6]=1, predict the reactants needed to synthesize it. The reactants are: Cl[CH2:2][CH2:3][C:4]1[CH:9]=[CH:8][C:7]([O:10][CH3:11])=[CH:6][CH:5]=1.O.[NH2:13][NH2:14]. (6) Given the product [CH2:15]([N:22]1[C:30]2[C:25](=[CH:26][C:27]([NH:31][C:2]3[C:3]([C:11]([O:13][CH3:14])=[O:12])=[N:4][C:5]([CH:8]4[CH2:10][CH2:9]4)=[CH:6][CH:7]=3)=[CH:28][CH:29]=2)[CH:24]=[CH:23]1)[C:16]1[CH:17]=[CH:18][CH:19]=[CH:20][CH:21]=1, predict the reactants needed to synthesize it. The reactants are: Cl[C:2]1[C:3]([C:11]([O:13][CH3:14])=[O:12])=[N:4][C:5]([CH:8]2[CH2:10][CH2:9]2)=[CH:6][CH:7]=1.[CH2:15]([N:22]1[C:30]2[C:25](=[CH:26][C:27]([NH2:31])=[CH:28][CH:29]=2)[CH:24]=[CH:23]1)[C:16]1[CH:21]=[CH:20][CH:19]=[CH:18][CH:17]=1.C(=O)([O-])[O-].[Cs+].[Cs+]. (7) Given the product [C:5](/[N:6]=[C:8](\[S:9][CH3:1])/[NH:7][C:10]1[CH:11]=[CH:12][C:13]([S:16](=[O:17])(=[O:18])[NH2:19])=[CH:14][CH:15]=1)#[N:4], predict the reactants needed to synthesize it. The reactants are: [CH3:1][O-].[Na+].[N:4]#[C:5][NH2:6].[N:7]([C:10]1[CH:15]=[CH:14][C:13]([S:16]([NH2:19])(=[O:18])=[O:17])=[CH:12][CH:11]=1)=[C:8]=[S:9].IC.